From a dataset of Catalyst prediction with 721,799 reactions and 888 catalyst types from USPTO. Predict which catalyst facilitates the given reaction. (1) Reactant: [O:1]1[CH2:3][C@H:2]1[CH2:4][N:5]1[C:13]2[C:8](=[CH:9][C:10]([N:14]3[CH:19]=[CH:18][C:17]([C:20]4[CH:25]=[CH:24][C:23]([C:26]([F:29])([F:28])[F:27])=[CH:22][CH:21]=4)=[CH:16][C:15]3=[O:30])=[CH:11][CH:12]=2)[CH:7]=[N:6]1.[CH3:31][NH:32][CH3:33].[ClH:34]. Product: [ClH:34].[CH3:31][N:32]([CH3:33])[CH2:3][C@H:2]([OH:1])[CH2:4][N:5]1[C:13]2[C:8](=[CH:9][C:10]([N:14]3[CH:19]=[CH:18][C:17]([C:20]4[CH:25]=[CH:24][C:23]([C:26]([F:27])([F:29])[F:28])=[CH:22][CH:21]=4)=[CH:16][C:15]3=[O:30])=[CH:11][CH:12]=2)[CH:7]=[N:6]1. The catalyst class is: 217. (2) Reactant: [Cl:1][C:2]1[CH:22]=[CH:21][C:5]([CH2:6][S:7](/[CH:10]=[CH:11]/[C:12]2[CH:20]=[CH:19][C:15]([C:16]([OH:18])=[O:17])=[CH:14][CH:13]=2)(=[O:9])=[O:8])=[CH:4][CH:3]=1. Product: [Cl:1][C:2]1[CH:3]=[CH:4][C:5]([CH2:6][S:7]([CH2:10][CH2:11][C:12]2[CH:13]=[CH:14][C:15]([C:16]([OH:18])=[O:17])=[CH:19][CH:20]=2)(=[O:9])=[O:8])=[CH:21][CH:22]=1. The catalyst class is: 515. (3) Reactant: [CH3:1][O:2][C:3]([C:5]1[CH:6]=[C:7]([C:18]2[CH:23]=[CH:22][CH:21]=[CH:20][CH:19]=2)[C:8]([OH:17])=[C:9]([C:11]2[CH:16]=[CH:15][CH:14]=[CH:13][CH:12]=2)[CH:10]=1)=[O:4].[C:24]([O-])([O-])=O.[K+].[K+].IC. Product: [CH3:1][O:2][C:3]([C:5]1[CH:10]=[C:9]([C:11]2[CH:16]=[CH:15][CH:14]=[CH:13][CH:12]=2)[C:8]([O:17][CH3:24])=[C:7]([C:18]2[CH:23]=[CH:22][CH:21]=[CH:20][CH:19]=2)[CH:6]=1)=[O:4]. The catalyst class is: 6.